Dataset: Forward reaction prediction with 1.9M reactions from USPTO patents (1976-2016). Task: Predict the product of the given reaction. (1) Given the reactants N[C:2]1[C:3]([Cl:9])=[N:4][CH:5]=[C:6]([Br:8])[CH:7]=1.[Na].[ClH:11].[S:12](=[O:14])=[O:13].C(O)(=O)C.P([O-])([O-])(O)=O.[K+].[K+].[OH-].[Na+], predict the reaction product. The product is: [Br:8][C:6]1[CH:7]=[C:2]([S:12]([Cl:11])(=[O:14])=[O:13])[C:3]([Cl:9])=[N:4][CH:5]=1. (2) Given the reactants [Cl-:1].[Li+].C1(C)C=CC(S([O:12][CH2:13][CH2:14][CH:15]([CH3:35])[CH:16]([C:28]2[CH:33]=[CH:32][C:31]([F:34])=[CH:30][CH:29]=2)[C:17]([NH:19][NH:20][C:21]([O:23][C:24]([CH3:27])([CH3:26])[CH3:25])=[O:22])=[O:18])(=O)=O)=CC=1.O.C(OCC)(=O)C, predict the reaction product. The product is: [Cl:1][CH:13]([OH:12])[CH2:14][CH:15]([CH3:35])[CH:16]([C:28]1[CH:33]=[CH:32][C:31]([F:34])=[CH:30][CH:29]=1)[C:17]([NH:19][NH:20][C:21]([O:23][C:24]([CH3:27])([CH3:26])[CH3:25])=[O:22])=[O:18]. (3) Given the reactants Br[C:2]1[CH:10]=[CH:9][C:5]2[O:6][CH2:7][O:8][C:4]=2[CH:3]=1.[C:11]([Li])([CH3:14])([CH3:13])C.[N:16]1([C:27]([O:29][C:30]([CH3:33])([CH3:32])[CH3:31])=[O:28])[CH2:21][CH2:20][CH:19]([C:22]([O:24]CC)=O)[CH2:18][CH2:17]1, predict the reaction product. The product is: [O:6]1[C:5]2[CH:9]=[CH:10][C:2]([C:22]([C:13]3[CH:11]=[CH:14][C:4]4[O:8][CH2:7][O:6][C:5]=4[CH:9]=3)([OH:24])[CH:19]3[CH2:18][CH2:17][N:16]([C:27]([O:29][C:30]([CH3:31])([CH3:32])[CH3:33])=[O:28])[CH2:21][CH2:20]3)=[CH:3][C:4]=2[O:8][CH2:7]1.